Dataset: Forward reaction prediction with 1.9M reactions from USPTO patents (1976-2016). Task: Predict the product of the given reaction. (1) Given the reactants [H-].[Na+].[CH3:3][O:4][CH2:5][C:6]1[C:7]([N+:15]([O-:17])=[O:16])=[C:8]([CH2:12][C:13]#[N:14])[CH:9]=[CH:10][CH:11]=1.[H][H].[CH3:20][O:21][C:22]1[CH:27]=[C:26]([O:28][CH3:29])[N:25]=[CH:24][N:23]=1.CS(C1N=[CH:38][CH:37]=[CH:36]N=1)(=O)=O.Cl, predict the reaction product. The product is: [CH2:5]([OH:4])[CH3:6].[CH:37]([O:28][CH:26]([CH3:27])[CH3:3])([CH3:38])[CH3:36].[CH3:20][O:21][C:22]1[CH:27]=[C:26]([O:28][CH3:29])[N:25]=[C:24]([CH:12]([C:8]2[CH:9]=[CH:10][CH:11]=[C:6]([CH2:5][O:4][CH3:3])[C:7]=2[N+:15]([O-:17])=[O:16])[C:13]#[N:14])[N:23]=1. (2) Given the reactants Br[C:2]1[CH:3]=[C:4]([CH:9]=[C:10]([C:12](=[O:22])[N:13]([CH3:21])[CH2:14][C:15]2[S:16][CH:17]=[C:18]([CH3:20])[N:19]=2)[CH:11]=1)[C:5]([O:7][CH3:8])=[O:6].[CH3:23][N:24]1[CH:28]=[C:27](B2OC(C)(C)C(C)(C)O2)[CH:26]=[N:25]1, predict the reaction product. The product is: [CH3:21][N:13]([CH2:14][C:15]1[S:16][CH:17]=[C:18]([CH3:20])[N:19]=1)[C:12]([C:10]1[CH:9]=[C:4]([CH:3]=[C:2]([C:27]2[CH:26]=[N:25][N:24]([CH3:23])[CH:28]=2)[CH:11]=1)[C:5]([O:7][CH3:8])=[O:6])=[O:22]. (3) Given the reactants [NH2:1][C:2]1[C:3](=[O:24])[NH:4][C:5]2[C:11]([O:12][C:13]3[C:22]4[C:17](=[CH:18][CH:19]=[CH:20][CH:21]=4)[C:16]([NH2:23])=[CH:15][CH:14]=3)=[CH:10][CH:9]=[N:8][C:6]=2[N:7]=1.[C:25]([C:29]1[CH:33]=[C:32]([N:34]=[C:35]=[O:36])[N:31]([C:37]2[CH:42]=[CH:41][CH:40]=[CH:39][CH:38]=2)[N:30]=1)([CH3:28])([CH3:27])[CH3:26], predict the reaction product. The product is: [NH2:1][C:2]1[C:3](=[O:24])[NH:4][C:5]2[C:11]([O:12][C:13]3[C:22]4[C:17](=[CH:18][CH:19]=[CH:20][CH:21]=4)[C:16]([NH:23][C:35]([NH:34][C:32]4[N:31]([C:37]5[CH:38]=[CH:39][CH:40]=[CH:41][CH:42]=5)[N:30]=[C:29]([C:25]([CH3:28])([CH3:27])[CH3:26])[CH:33]=4)=[O:36])=[CH:15][CH:14]=3)=[CH:10][CH:9]=[N:8][C:6]=2[N:7]=1. (4) Given the reactants [CH2:1]([O:8][C:9]1[CH:17]=[C:16]([O:18][CH2:19][C:20]2[CH:25]=[CH:24][CH:23]=[CH:22][CH:21]=2)[C:15]([C:26]([CH3:28])=[CH2:27])=[CH:14][C:10]=1[C:11]([OH:13])=O)[C:2]1[CH:7]=[CH:6][CH:5]=[CH:4][CH:3]=1.Br.Cl.C(N=C=N[CH2:36][CH2:37][CH2:38][N:39]([CH3:41])C)C.ON1[C:47]2[CH:48]=[CH:49]C=C[C:46]=2N=N1.C(N(CC)CC)C.CN(C)C=[O:62], predict the reaction product. The product is: [CH2:1]([O:8][C:9]1[CH:17]=[C:16]([O:18][CH2:19][C:20]2[CH:21]=[CH:22][CH:23]=[CH:24][CH:25]=2)[C:15]([C:26]([CH3:28])=[CH2:27])=[CH:14][C:10]=1[C:11]([N:39]1[CH2:38][C:37]2[C:36](=[CH:46][CH:47]=[CH:48][C:49]=2[OH:62])[CH2:41]1)=[O:13])[C:2]1[CH:7]=[CH:6][CH:5]=[CH:4][CH:3]=1. (5) Given the reactants [C:1]([O:5][C:6]([N:8]1[C@H:13]([C:14]([OH:16])=O)[CH2:12][C@@H:11]2[C@H:9]1[CH2:10]2)=[O:7])([CH3:4])([CH3:3])[CH3:2].[CH3:17][C:18]([CH3:23])([CH3:22])[CH2:19][CH2:20][NH2:21].CN(C(ON1N=NC2C=CC=CC1=2)=[N+](C)C)C.F[P-](F)(F)(F)(F)F.CCN(C(C)C)C(C)C, predict the reaction product. The product is: [C:1]([O:5][C:6]([N:8]1[C@H:13]([C:14](=[O:16])[NH:21][CH2:20][CH2:19][C:18]([CH3:23])([CH3:22])[CH3:17])[CH2:12][C@@H:11]2[C@H:9]1[CH2:10]2)=[O:7])([CH3:2])([CH3:3])[CH3:4].